Dataset: Experimentally validated miRNA-target interactions with 360,000+ pairs, plus equal number of negative samples. Task: Binary Classification. Given a miRNA mature sequence and a target amino acid sequence, predict their likelihood of interaction. (1) The miRNA is hsa-miR-3919 with sequence GCAGAGAACAAAGGACUCAGU. The protein sequence of the target gene is MAPPTCRLLSAALVLLLLLATNHQATGAVVASELRCQCLNTLPRVDFETIQSLTVTPPGPHCTQTEVIATLKDGQEVCLNPQGPRLQIIIKKILKSGKSS. Result: 0 (no interaction). (2) The miRNA is mmu-miR-1224-5p with sequence GUGAGGACUGGGGAGGUGGAG. Result: 0 (no interaction). The protein sequence of the target gene is MPQLGGGGGGGGGGSGGGGGSSAGAAGGGDDLGANDELIPFQDEGGEEQEPSSDSASAQRDLDEVKSSLVNESENQSSSSDSEAERRPQPVRDTFQKPRDYFAEVRRPQDSAFFKGPPYPGYPFLMIPDLSSPYLSNGPLSPGGARTYLQMKWPLLDVPSSATVKDTRSPSPAHLSNKVPVVQHPHHMHPLTPLITYSNDHFSPGSPPTHLSPEIDPKTGIPRPPHPSELSPYYPLSPGAVGQIPHPLGWLVPQQGQPMYSLPPGGFRHPYPALAMNASMSSLVSSRFSPHMVAPAHPGL.... (3) The miRNA is hsa-miR-892c-3p with sequence CACUGUUUCCUUUCUGAGUGGA. The protein sequence of the target gene is MERDSHGNASPARTPSAGASPAQASPAGTPPGRASPAQASPAQASPAGTPPGRASPAQASPAGTPPGRASPGRASPAQASPAQASPARASPALASLSRSSSGRSSSARSASVTTSPTRVYLVRATPVGAVPIRSSPARSAPATRATRESPGTSLPKFTWREGQKQLPLIGCVLLLIALVVSLIILFQFWQGHTGIRYKEQRESCPKHAVRCDGVVDCKLKSDELGCVRFDWDKSLLKIYSGSSHQWLPICSSNWNDSYSEKTCQQLGFESAHRTTEVAHRDFANSFSILRYNSTIQESLH.... Result: 0 (no interaction). (4) The miRNA is hsa-miR-210-5p with sequence AGCCCCUGCCCACCGCACACUG. The protein sequence of the target gene is MATQVEPLLPGGATLLQAEEHGGLVRKKPPPAPEGKGEPGPNDVRGGEPDGSARRPRPPCAKPHKEGTGQQERESPRPLQLPGAEGPAISDGEEGGGEPGAGGGAAGAAGAGRRDFVEAPPPKVNPWTKNALPPVLTTVNGQSPPEHSAPAKVVRAAVPKQRKGSKVGDFGDAINWPTPGEIAHKSVQPQSHKPQPTRKLPPKKDMKEQEKGEGSDSKESPKTKSDESGEEKNGDEDCQRGGQKKKGNKHKWVPLQIDMKPEVPREKLASRPTRPPEPRHIPANRGEIKGSESATYVPVA.... Result: 1 (interaction). (5) The miRNA is rno-miR-107-3p with sequence AGCAGCAUUGUACAGGGCUAUCA. The protein sequence of the target gene is MACLHETRTPSPSFGGFVSTLSEASMRKLDPDTSDCTPEKDLTPTQCVLRDVVPLGGQGGGGPSPSPGGEPPPEPFANSVLQLHEQDTGGPGGATGSPESRASRVRADEVRLQCQSGSGFLEGLFGCLRPVWTMIGKAYSTEHKQQQEDLWEVPFEEILDLQWVGSGAQGAVFLGRFHGEEVAVKKVRDLKETDIKHLRKLKHPNIITFKGVCTQAPCYCILMEFCAQGQLYEVLRAGRPVTPSLLVDWSMGIAGGMNYLHLHKIIHRDLKSPNMLITYDDVVKISDFGTSKELSDKSTK.... Result: 0 (no interaction). (6) The miRNA is cel-miR-248 with sequence AUACACGUGCACGGAUAACGCUCA. The protein sequence of the target gene is MGCCTGRCSLVCLCALQLLSALERQIFDFLGFQWAPILGNFLHIIVVILGLFGTIQYRPRYIMVYTVWTALWVTWNVFIICFYLEVGGLSKDTDLMTFNISVHRSWWREHGPGCVRRVLPPSAHGMMDDYTYVSVTGCVVDFQYLEVIHSAVQILLSLVGFVYACYVISISMEEEDTCRNK. Result: 0 (no interaction). (7) The miRNA is hsa-miR-3682-3p with sequence UGAUGAUACAGGUGGAGGUAG. The protein sequence of the target gene is MEAQQALVASKDGDMATLERLFEAGALRPDITDDLGAGLVHHATRAGHLDCVKFLVQRAKLPGNQQAHNGATPVHDAAATGNLAELCWLVRDAGCGLQDQDASGVSPLHLAARFGHPALVEWLLREGHAATLETLEGALPLHHAAVSGDLTCLKLLTAAHSSGVNQRTCSGASPLYLACQEGHLHLAQFLVKDCGADVRLRALDGMSSLHAAAAHGHYSLVVWLVTFTDIGLTARDNEGATALHFAARGGHTPILDRLLLMGAPIMRDSWGGTPLHDAAENGHMECCQTLLSHHVDPFLR.... Result: 0 (no interaction).